Predict the reactants needed to synthesize the given product. From a dataset of Full USPTO retrosynthesis dataset with 1.9M reactions from patents (1976-2016). (1) Given the product [NH2:27][CH2:2][CH2:3][O:4][C:5]1[CH:6]=[C:7]2[C:12](=[CH:13][C:14]=1[O:15][CH3:16])[N:11]=[CH:10][N:9]=[C:8]2[NH:17][C:18]1[CH:23]=[CH:22][C:21]([F:24])=[C:20]([Cl:25])[CH:19]=1, predict the reactants needed to synthesize it. The reactants are: Br[CH2:2][CH2:3][O:4][C:5]1[CH:6]=[C:7]2[C:12](=[CH:13][C:14]=1[O:15][CH3:16])[N:11]=[CH:10][N:9]=[C:8]2[NH:17][C:18]1[CH:23]=[CH:22][C:21]([F:24])=[C:20]([Cl:25])[CH:19]=1.O.[NH2:27]N. (2) Given the product [S:23]1[CH:24]=[CH:25][CH:26]=[C:22]1[C:19]1[N:17]2[N:18]=[C:13]([O:3][CH:4]([CH2:10][CH3:11])[C:5]([O:7][CH2:8][CH3:9])=[O:6])[CH:14]=[CH:15][C:16]2=[N:21][N:20]=1, predict the reactants needed to synthesize it. The reactants are: [H-].[Na+].[OH:3][CH:4]([CH2:10][CH3:11])[C:5]([O:7][CH2:8][CH3:9])=[O:6].Cl[C:13]1[CH:14]=[CH:15][C:16]2[N:17]([C:19]([C:22]3[S:23][CH:24]=[CH:25][CH:26]=3)=[N:20][N:21]=2)[N:18]=1.